This data is from Catalyst prediction with 721,799 reactions and 888 catalyst types from USPTO. The task is: Predict which catalyst facilitates the given reaction. (1) Reactant: Br[C:2]1[N:6]2[CH:7]=[C:8]([CH:15]3[CH2:17][CH2:16]3)[CH:9]=[C:10]([C:11]([F:14])([F:13])[F:12])[C:5]2=[N:4][C:3]=1[C:18]([N:20]1[CH2:25][CH2:24][CH:23]([N:26]2[CH2:30][CH2:29][O:28][C:27]2=[O:31])[CH2:22][CH2:21]1)=[O:19].[Cu][C:33]#[N:34]. Product: [CH:15]1([C:8]2[CH:9]=[C:10]([C:11]([F:13])([F:12])[F:14])[C:5]3[N:6]([C:2]([C:33]#[N:34])=[C:3]([C:18]([N:20]4[CH2:25][CH2:24][CH:23]([N:26]5[CH2:30][CH2:29][O:28][C:27]5=[O:31])[CH2:22][CH2:21]4)=[O:19])[N:4]=3)[CH:7]=2)[CH2:16][CH2:17]1. The catalyst class is: 508. (2) Reactant: C([O:4][CH2:5][C@H:6]([N:8]1[C:13](=[O:14])[C:12]([C:15]2[N:19]([C:20]3[CH:25]=[CH:24][C:23]([C:26]#[N:27])=[CH:22][CH:21]=3)[N:18]=[CH:17][CH:16]=2)=[C:11]([CH3:28])[N:10]([C:29]2[CH:34]=[CH:33][CH:32]=[C:31]([C:35]([F:38])([F:37])[F:36])[CH:30]=2)[C:9]1=[O:39])[CH3:7])(=O)C.[OH-].[Na+].C(OCC)(=O)C. Product: [OH:4][CH2:5][C@H:6]([N:8]1[C:13](=[O:14])[C:12]([C:15]2[N:19]([C:20]3[CH:21]=[CH:22][C:23]([C:26]#[N:27])=[CH:24][CH:25]=3)[N:18]=[CH:17][CH:16]=2)=[C:11]([CH3:28])[N:10]([C:29]2[CH:34]=[CH:33][CH:32]=[C:31]([C:35]([F:37])([F:38])[F:36])[CH:30]=2)[C:9]1=[O:39])[CH3:7]. The catalyst class is: 8. (3) Reactant: [CH3:1][CH:2]1[O:6][C:5](=[S:7])[N:4]([CH2:8][C:9]2[CH:14]=[CH:13][CH:12]=[CH:11][C:10]=2[N+:15]([O-])=O)[CH2:3]1.[Cl-].[NH4+]. Product: [CH3:1][CH:2]1[O:6][C:5](=[S:7])[N:4]([CH2:8][C:9]2[CH:14]=[CH:13][CH:12]=[CH:11][C:10]=2[NH2:15])[CH2:3]1. The catalyst class is: 190. (4) Reactant: O1[C:5]2([CH2:10][CH2:9][CH:8]([N:11]3[C:15]4=[N:16][CH:17]=[N:18][C:19]([NH2:20])=[C:14]4[C:13]([C:21]4[CH:26]=[CH:25][C:24]([O:27][C:28]5[N:33]=[CH:32][CH:31]=[CH:30][N:29]=5)=[CH:23][CH:22]=4)=[N:12]3)[CH2:7][CH2:6]2)[O:4]CC1.Cl. Product: [NH2:20][C:19]1[N:18]=[CH:17][N:16]=[C:15]2[N:11]([CH:8]3[CH2:7][CH2:6][C:5](=[O:4])[CH2:10][CH2:9]3)[N:12]=[C:13]([C:21]3[CH:22]=[CH:23][C:24]([O:27][C:28]4[N:33]=[CH:32][CH:31]=[CH:30][N:29]=4)=[CH:25][CH:26]=3)[C:14]=12. The catalyst class is: 21. (5) Reactant: C(OC([NH:8][C@H:9]([C:13]([O:15][CH2:16][CH2:17][C@@H:18]([CH2:31][O:32][C:33](=[O:51])[CH2:34][CH2:35][CH2:36][CH2:37][CH2:38][CH2:39][CH2:40][CH2:41][CH2:42][CH2:43][CH2:44][CH2:45][CH2:46][CH2:47][CH2:48][CH2:49][CH3:50])[CH2:19][N:20]1[CH:28]=[N:27][C:26]2[C:25](=[O:29])[NH:24][C:23]([NH2:30])=[N:22][C:21]1=2)=[O:14])[CH:10]([CH3:12])[CH3:11])=O)(C)(C)C.FC(F)(F)C(O)=O. Product: [C:33]([O:32][CH2:31][C@H:18]([CH2:17][CH2:16][O:15][C:13](=[O:14])[C@H:9]([CH:10]([CH3:12])[CH3:11])[NH2:8])[CH2:19][N:20]1[CH:28]=[N:27][C:26]2[C:25](=[O:29])[NH:24][C:23]([NH2:30])=[N:22][C:21]1=2)(=[O:51])[CH2:34][CH2:35][CH2:36][CH2:37][CH2:38][CH2:39][CH2:40][CH2:41][CH2:42][CH2:43][CH2:44][CH2:45][CH2:46][CH2:47][CH2:48][CH2:49][CH3:50]. The catalyst class is: 6. (6) Reactant: C[O:2][C:3](=[O:32])[C:4]1[CH:9]=[CH:8][CH:7]=[C:6]([CH2:10][N:11]2[CH2:15][C:14]([CH3:17])([CH3:16])[CH:13]([O:18][C:19]3[CH:24]=[CH:23][C:22]([C:25]#[N:26])=[C:21]([C:27]([F:30])([F:29])[F:28])[CH:20]=3)[C:12]2=[O:31])[CH:5]=1.[OH-].[Na+].Cl. Product: [C:25]([C:22]1[CH:23]=[CH:24][C:19]([O:18][CH:13]2[C:14]([CH3:17])([CH3:16])[CH2:15][N:11]([CH2:10][C:6]3[CH:5]=[C:4]([CH:9]=[CH:8][CH:7]=3)[C:3]([OH:32])=[O:2])[C:12]2=[O:31])=[CH:20][C:21]=1[C:27]([F:30])([F:29])[F:28])#[N:26]. The catalyst class is: 1.